This data is from Full USPTO retrosynthesis dataset with 1.9M reactions from patents (1976-2016). The task is: Predict the reactants needed to synthesize the given product. The reactants are: [CH:1]([C@H:14]1[O:19][CH2:18][C@@H:17]([NH2:20])[CH2:16][CH2:15]1)([C:8]1[CH:13]=[CH:12][CH:11]=[CH:10][CH:9]=1)[C:2]1[CH:7]=[CH:6][CH:5]=[CH:4][CH:3]=1.[CH:21](=O)[C:22]1[CH:27]=[CH:26][CH:25]=[CH:24][CH:23]=1.C(O)(=O)C.[BH3-]C#N.[Na+]. Given the product [CH:1]([C@H:14]1[O:19][CH2:18][C@@H:17]([NH:20][CH2:21][C:22]2[CH:27]=[CH:26][CH:25]=[CH:24][CH:23]=2)[CH2:16][CH2:15]1)([C:8]1[CH:13]=[CH:12][CH:11]=[CH:10][CH:9]=1)[C:2]1[CH:3]=[CH:4][CH:5]=[CH:6][CH:7]=1, predict the reactants needed to synthesize it.